This data is from Peptide-MHC class II binding affinity with 134,281 pairs from IEDB. The task is: Regression. Given a peptide amino acid sequence and an MHC pseudo amino acid sequence, predict their binding affinity value. This is MHC class II binding data. (1) The peptide sequence is CPTDCFRKHPDATYSRCGSG. The MHC is DRB1_0404 with pseudo-sequence DRB1_0404. The binding affinity (normalized) is 0.0144. (2) The peptide sequence is TRLSCDCDDKFYDCLKNS. The MHC is DRB1_1301 with pseudo-sequence DRB1_1301. The binding affinity (normalized) is 0. (3) The peptide sequence is KMIGGIGGFIKVRQYDQITI. The MHC is DRB1_0301 with pseudo-sequence DRB1_0301. The binding affinity (normalized) is 0.0645. (4) The peptide sequence is AAASWDALAAELASA. The MHC is HLA-DQA10201-DQB10202 with pseudo-sequence HLA-DQA10201-DQB10202. The binding affinity (normalized) is 0.320. (5) The peptide sequence is RQDLELSWNLNGLQAY. The MHC is HLA-DQA10301-DQB10302 with pseudo-sequence HLA-DQA10301-DQB10302. The binding affinity (normalized) is 0.302. (6) The peptide sequence is IKTLKFDALSGSQEV. The MHC is HLA-DQA10501-DQB10302 with pseudo-sequence HLA-DQA10501-DQB10302. The binding affinity (normalized) is 0.292. (7) The peptide sequence is IGMTNRATWASHIHL. The MHC is DRB1_0404 with pseudo-sequence DRB1_0404. The binding affinity (normalized) is 0.478. (8) The peptide sequence is RVSPGNGWMIKETAC. The MHC is HLA-DQA10501-DQB10302 with pseudo-sequence HLA-DQA10501-DQB10302. The binding affinity (normalized) is 0.333.